Dataset: Peptide-MHC class II binding affinity with 134,281 pairs from IEDB. Task: Regression. Given a peptide amino acid sequence and an MHC pseudo amino acid sequence, predict their binding affinity value. This is MHC class II binding data. (1) The peptide sequence is PCKGDSVTIKLDGNL. The MHC is HLA-DQA10104-DQB10503 with pseudo-sequence HLA-DQA10104-DQB10503. The binding affinity (normalized) is 0. (2) The binding affinity (normalized) is 0.154. The peptide sequence is IRQAGVQYS. The MHC is HLA-DQA10301-DQB10302 with pseudo-sequence HLA-DQA10301-DQB10302. (3) The MHC is HLA-DQA10501-DQB10201 with pseudo-sequence HLA-DQA10501-DQB10201. The peptide sequence is TFILDGDNLFPKV. The binding affinity (normalized) is 0.543. (4) The peptide sequence is SNLLRAIEAQQHLLQLTVWGIKQL. The MHC is DRB1_1501 with pseudo-sequence DRB1_1501. The binding affinity (normalized) is 0.622. (5) The MHC is DRB1_1301 with pseudo-sequence DRB1_1301. The binding affinity (normalized) is 0.285. The peptide sequence is QIGNRPGPSRGVQGF. (6) The peptide sequence is AVSGDDCVVRPIDDR. The MHC is DRB1_0301 with pseudo-sequence DRB1_0301. The binding affinity (normalized) is 0.484. (7) The peptide sequence is ITYGETGGNSPVQEF. The MHC is HLA-DPA10201-DPB10101 with pseudo-sequence HLA-DPA10201-DPB10101. The binding affinity (normalized) is 0.0261. (8) The peptide sequence is GELQIVYKIDAAFKI. The MHC is DRB1_0101 with pseudo-sequence DRB1_0101. The binding affinity (normalized) is 0.683. (9) The peptide sequence is ATFEAMYLGTCKTLT. The MHC is HLA-DPA10201-DPB10501 with pseudo-sequence HLA-DPA10201-DPB10501. The binding affinity (normalized) is 0.386.